This data is from Reaction yield outcomes from USPTO patents with 853,638 reactions. The task is: Predict the reaction yield, written as a fraction of the theoretical maximum amount of product (1.0 means a 100% yield; for example, 0.34 means a 34% yield). (1) The reactants are [Na].[Br:2][C:3]1[CH:8]=[CH:7][C:6]([C:9]2[N:10]=[C:11]([C:15]([OH:17])=O)[N:12]([CH3:14])[CH:13]=2)=[CH:5][CH:4]=1.CN1CCOCC1.ClC(OCC(C)C)=O.Cl.[CH3:34][NH:35][O:36][CH3:37]. The catalyst is C(Cl)Cl. The product is [Br:2][C:3]1[CH:4]=[CH:5][C:6]([C:9]2[N:10]=[C:11]([C:15]([N:35]([CH3:34])[O:36][CH3:37])=[O:17])[N:12]([CH3:14])[CH:13]=2)=[CH:7][CH:8]=1. The yield is 0.320. (2) The reactants are CC1NC(C)=C([CH:7]([C:9]2[CH:10]=[CH:11][CH:12]=[C:13]3[C:18]=2[N:17]=[CH:16][CH:15]=[CH:14]3)C)N=1.[As](=O)(O)(O)[OH:21].OCC([CH2:29][OH:30])O. The catalyst is S(=O)(=O)(O)O.O. The product is [CH3:7][C:9]1[C:10]([C:29]([OH:30])=[O:21])=[CH:11][CH:12]=[C:13]2[C:18]=1[N:17]=[CH:16][CH:15]=[CH:14]2. The yield is 0.520.